From a dataset of Catalyst prediction with 721,799 reactions and 888 catalyst types from USPTO. Predict which catalyst facilitates the given reaction. (1) Reactant: [F:1][C:2]1[CH:3]=[CH:4][C:5]2[O:9][C:8]([C:10]3[CH:15]=[CH:14][C:13]([O:16]C)=[CH:12][CH:11]=3)=[CH:7][C:6]=2[CH:18]=1.Cl.N1C=CC=CC=1. Product: [F:1][C:2]1[CH:3]=[CH:4][C:5]2[O:9][C:8]([C:10]3[CH:11]=[CH:12][C:13]([OH:16])=[CH:14][CH:15]=3)=[CH:7][C:6]=2[CH:18]=1. The catalyst class is: 6. (2) Reactant: [CH3:1][O:2][C:3](=[O:22])[C:4]1[CH:9]=[C:8]([OH:10])[CH:7]=[CH:6][C:5]=1[NH:11][S:12]([C:15]1[CH:20]=[CH:19][C:18]([CH3:21])=[CH:17][CH:16]=1)(=[O:14])=[O:13].F[C:24]1[CH:29]=[CH:28][C:27]([N+:30]([O-:32])=[O:31])=[C:26]([O:33][CH2:34][CH2:35][CH3:36])[CH:25]=1.C([O-])([O-])=O.[K+].[K+]. Product: [CH3:1][O:2][C:3](=[O:22])[C:4]1[CH:9]=[C:8]([O:10][C:24]2[CH:29]=[CH:28][C:27]([N+:30]([O-:32])=[O:31])=[C:26]([O:33][CH2:34][CH2:35][CH3:36])[CH:25]=2)[CH:7]=[CH:6][C:5]=1[NH:11][S:12]([C:15]1[CH:16]=[CH:17][C:18]([CH3:21])=[CH:19][CH:20]=1)(=[O:14])=[O:13]. The catalyst class is: 31. (3) Reactant: CN([CH2:4][CH2:5][CH2:6]N1CN(CCCN(C)C)CN(CCCN(C)C)C1)C.[CH2:25]([N:31]=[C:32]=[O:33])[CH2:26][CH2:27][CH2:28][CH2:29][CH3:30].[N-]=C=[O:36]. Product: [CH2:25]([NH:31][C:32](=[O:36])[O:33][CH:5]([CH3:6])[CH3:4])[CH2:26][CH2:27][CH2:28][CH2:29][CH3:30]. The catalyst class is: 32. (4) Reactant: C[O:2][C:3]([C:5]1[C:6]2[CH:7]=[N:8][N:9]([CH2:15][CH3:16])[C:10]=2[CH:11]=[C:12]([Br:14])[CH:13]=1)=[O:4].O[Li].O. Product: [Br:14][C:12]1[CH:13]=[C:5]([C:3]([OH:4])=[O:2])[C:6]2[CH:7]=[N:8][N:9]([CH2:15][CH3:16])[C:10]=2[CH:11]=1. The catalyst class is: 20. (5) Reactant: [O:1]=[C:2]1[C:6]2([CH2:11][CH2:10][NH:9][CH2:8][CH2:7]2)[N:5]([C:12]2[CH:17]=[CH:16][CH:15]=[CH:14][CH:13]=2)[CH2:4][N:3]1[C@@H:18]([C:26]1[CH:31]=[CH:30][CH:29]=[CH:28][CH:27]=1)[C:19]([O:21][C:22]([CH3:25])([CH3:24])[CH3:23])=[O:20].Cl[CH2:33][CH2:34][CH2:35][C:36]([C:38]1[CH:43]=[CH:42][CH:41]=[CH:40][CH:39]=1)=[O:37].[I-].[Na+].C(=O)([O-])[O-].[K+].[K+]. Product: [O:1]=[C:2]1[C:6]2([CH2:7][CH2:8][N:9]([CH2:33][CH2:34][CH2:35][C:36](=[O:37])[C:38]3[CH:43]=[CH:42][CH:41]=[CH:40][CH:39]=3)[CH2:10][CH2:11]2)[N:5]([C:12]2[CH:17]=[CH:16][CH:15]=[CH:14][CH:13]=2)[CH2:4][N:3]1[C@@H:18]([C:26]1[CH:27]=[CH:28][CH:29]=[CH:30][CH:31]=1)[C:19]([O:21][C:22]([CH3:24])([CH3:25])[CH3:23])=[O:20]. The catalyst class is: 131.